This data is from Forward reaction prediction with 1.9M reactions from USPTO patents (1976-2016). The task is: Predict the product of the given reaction. (1) Given the reactants [CH2:1]([O:3][C:4]([C:6]1[C:7]([OH:25])=[C:8]2[C:14]([Br:15])=[C:13]([Br:16])[N:12]([CH2:17][C:18]3[CH:23]=[CH:22][C:21](F)=[CH:20][CH:19]=3)[C:9]2=[CH:10][N:11]=1)=[O:5])[CH3:2].[CH2:26]([O:28]C(C1C=CNC=1C)=O)C.COC1C=C(C=CC=1)CCl, predict the reaction product. The product is: [CH2:1]([O:3][C:4]([C:6]1[C:7]([OH:25])=[C:8]2[C:14]([Br:15])=[C:13]([Br:16])[N:12]([CH2:17][C:18]3[CH:23]=[CH:22][CH:21]=[C:20]([O:28][CH3:26])[CH:19]=3)[C:9]2=[CH:10][N:11]=1)=[O:5])[CH3:2]. (2) The product is: [Br:1][C:2]1[N:7]=[CH:6][C:5]2[N:8]=[CH:13][N:9]([CH:10]([CH3:12])[CH3:11])[C:4]=2[CH:3]=1. Given the reactants [Br:1][C:2]1[N:7]=[CH:6][C:5]([NH2:8])=[C:4]([NH:9][CH:10]([CH3:12])[CH3:11])[CH:3]=1.[CH2:13](OC(OCC)OCC)C.C(O)(C(F)(F)F)=O, predict the reaction product. (3) The product is: [Cl:1][C:2]1[N:7]=[C:6]([N:12]2[CH2:11][CH:10]3[O:17][CH:14]([CH2:15][CH2:16]3)[CH2:13]2)[CH:5]=[CH:4][N:3]=1.[Cl:8][C:6]1[CH:5]=[CH:4][N:3]=[C:2]([N:12]2[CH2:11][CH:10]3[O:17][CH:14]([CH2:15][CH2:16]3)[CH2:13]2)[N:7]=1. Given the reactants [Cl:1][C:2]1[N:7]=[C:6]([Cl:8])[CH:5]=[CH:4][N:3]=1.Cl.[CH:10]12[O:17][CH:14]([CH2:15][CH2:16]1)[CH2:13][NH:12][CH2:11]2.CCN(CC)CC, predict the reaction product.